From a dataset of Full USPTO retrosynthesis dataset with 1.9M reactions from patents (1976-2016). Predict the reactants needed to synthesize the given product. (1) The reactants are: [Cl:1][C:2]1[CH:11]=[C:10]([C:12](=O)[CH3:13])[C:9]([N:15]2[CH2:19][CH2:18][CH:17]([O:20][CH3:21])[CH2:16]2)=[C:8]2[C:3]=1[CH:4]=[CH:5][CH:6]=[N:7]2.C([O-])(=O)C.[NH4+].C([BH3-])#[N:28].[Na+].O1CCCC1. Given the product [Cl:1][C:2]1[CH:11]=[C:10]([CH:12]([NH2:28])[CH3:13])[C:9]([N:15]2[CH2:19][CH2:18][CH:17]([O:20][CH3:21])[CH2:16]2)=[C:8]2[C:3]=1[CH:4]=[CH:5][CH:6]=[N:7]2, predict the reactants needed to synthesize it. (2) Given the product [CH2:20]([O:27][C:28]1[C:29]([O:36][CH3:37])=[C:30]([CH2:31][C:16]#[N:17])[CH:33]=[CH:34][CH:35]=1)[C:21]1[CH:26]=[CH:25][CH:24]=[CH:23][CH:22]=1, predict the reactants needed to synthesize it. The reactants are: CC(C)([O-])C.[K+].C1(C)C=CC(S([CH2:16][N+:17]#[C-])(=O)=O)=CC=1.[CH2:20]([O:27][C:28]1[C:29]([O:36][CH3:37])=[C:30]([CH:33]=[CH:34][CH:35]=1)[CH:31]=O)[C:21]1[CH:26]=[CH:25][CH:24]=[CH:23][CH:22]=1.CO.